Dataset: Full USPTO retrosynthesis dataset with 1.9M reactions from patents (1976-2016). Task: Predict the reactants needed to synthesize the given product. (1) Given the product [Br:9][C:5]1[C:6]([CH3:8])=[CH:7][C:2]([I:10])=[N:3][CH:4]=1, predict the reactants needed to synthesize it. The reactants are: Br[C:2]1[CH:7]=[C:6]([CH3:8])[C:5]([Br:9])=[CH:4][N:3]=1.[I-:10].[Na+].C(Cl)(=O)C. (2) Given the product [CH3:1][O:2][CH2:3][O:4][C:5]1[CH:13]=[CH:12][C:11]([I:14])=[C:10]2[C:6]=1[CH2:7][N:8]([C:16]([CH3:24])([C:18]1[CH:23]=[CH:22][CH:21]=[CH:20][CH:19]=1)[CH3:17])[C:9]2=[O:15], predict the reactants needed to synthesize it. The reactants are: [CH3:1][O:2][CH2:3][O:4][C:5]1[CH:13]=[CH:12][C:11]([I:14])=[C:10]2[C:6]=1[CH:7](O)[N:8]([C:16]([CH3:24])([C:18]1[CH:23]=[CH:22][CH:21]=[CH:20][CH:19]=1)[CH3:17])[C:9]2=[O:15].FC(F)(F)C(O)=O.C([SiH](CC)CC)C.O. (3) Given the product [NH:22]1[C:23]2[C:19](=[CH:18][C:17]([NH:16][C:14](=[O:15])/[CH:13]=[CH:12]/[C:3]3[CH:4]=[CH:5][C:6]([C:8]([F:11])([F:10])[F:9])=[CH:7][C:2]=3[C:31]3[S:32][CH:33]=[CH:34][N:35]=3)=[CH:25][CH:24]=2)[CH:20]=[CH:21]1, predict the reactants needed to synthesize it. The reactants are: Br[C:2]1[CH:7]=[C:6]([C:8]([F:11])([F:10])[F:9])[CH:5]=[CH:4][C:3]=1/[CH:12]=[CH:13]/[C:14]([NH:16][C:17]1[CH:18]=[C:19]2[C:23](=[CH:24][CH:25]=1)[NH:22][CH:21]=[CH:20]2)=[O:15].C([Sn](CCCC)(CCCC)[C:31]1[S:32][CH:33]=[CH:34][N:35]=1)CCC.